This data is from Forward reaction prediction with 1.9M reactions from USPTO patents (1976-2016). The task is: Predict the product of the given reaction. (1) Given the reactants [CH:1]([O:4][C:5]([N:7]1[CH2:12][CH2:11][CH:10]([O:13][C:14]2[C:19]([CH3:20])=[C:18](Cl)[N:17]=[CH:16][N:15]=2)[CH2:9][CH2:8]1)=[O:6])([CH3:3])[CH3:2].CC(C)([O-])C.[Na+].[Br:28][C:29]1[C:34]([F:35])=[CH:33][C:32]([NH2:36])=[C:31]([F:37])[CH:30]=1, predict the reaction product. The product is: [CH:1]([O:4][C:5]([N:7]1[CH2:12][CH2:11][CH:10]([O:13][C:14]2[C:19]([CH3:20])=[C:18]([NH:36][C:32]3[CH:33]=[C:34]([F:35])[C:29]([Br:28])=[CH:30][C:31]=3[F:37])[N:17]=[CH:16][N:15]=2)[CH2:9][CH2:8]1)=[O:6])([CH3:3])[CH3:2]. (2) Given the reactants CC([C:6]1[CH:7]=[C:8]2[C:13](=[CH:14][CH:15]=1)[CH:12]=[C:11](/C=C/[C:11]1[C:10]([S:35][CH3:36])=[CH:9][C:8]3[C:13](=[CH:14][CH:15]=[C:6](C(C)CCC)[CH:7]=3)[CH:12]=1)[C:10]([S:35][CH3:36])=[CH:9]2)CCC.II, predict the reaction product. The product is: [CH:10]1[CH:9]=[C:8]2[C:13]([CH:14]=[C:36]3[S:35][C:10]4[C:11]5[C:10]([S:35][C:9]=4[C:6]3=[CH:7]2)=[CH:9][C:8]2[C:13](=[CH:14][CH:15]=[CH:6][CH:7]=2)[CH:12]=5)=[CH:12][CH:11]=1. (3) Given the reactants [N+:1](C1C2C(=CC=CC=2)CCN1)([O-:3])=[O:2].[F:14][C:15]([F:32])([F:31])[C:16]([N:18]1[CH2:27][CH2:26][CH:25]2[C:20](=[CH:21][CH:22]=[CH:23][CH2:24]2)C1[N+]([O-])=O)=[O:17], predict the reaction product. The product is: [N+:1]([C:20]1[CH:21]=[CH:22][CH:23]=[CH:24][C:25]=1[CH2:26][CH2:27][NH:18][C:16](=[O:17])[C:15]([F:14])([F:31])[F:32])([O-:3])=[O:2]. (4) Given the reactants [ClH:1].[CH3:2][C:3]1[CH:8]=[CH:7][C:6]([S:9]([N:12]2[CH2:16][CH2:15][CH2:14][CH2:13]2)(=[O:11])=[O:10])=[CH:5][C:4]=1[C:17]1[CH:22]=[CH:21][CH:20]=[C:19]([CH2:23][C@H:24]([NH:40][C:41]([C@H:43]2[CH2:48][CH2:47][C@H:46]([CH2:49][NH:50]C(=O)OC(C)(C)C)[CH2:45][CH2:44]2)=[O:42])[C:25](=[O:39])[NH:26][C:27]2[CH:32]=[CH:31][C:30]([C:33]3[NH:37][C:36](=[O:38])[O:35][N:34]=3)=[CH:29][CH:28]=2)[CH:18]=1.C(#N)C, predict the reaction product. The product is: [ClH:1].[NH2:50][CH2:49][C@H:46]1[CH2:47][CH2:48][C@H:43]([C:41]([NH:40][C@@H:24]([CH2:23][C:19]2[CH:18]=[C:17]([C:4]3[CH:5]=[C:6]([S:9]([N:12]4[CH2:13][CH2:14][CH2:15][CH2:16]4)(=[O:10])=[O:11])[CH:7]=[CH:8][C:3]=3[CH3:2])[CH:22]=[CH:21][CH:20]=2)[C:25](=[O:39])[NH:26][C:27]2[CH:32]=[CH:31][C:30]([C:33]3[NH:37][C:36](=[O:38])[O:35][N:34]=3)=[CH:29][CH:28]=2)=[O:42])[CH2:44][CH2:45]1. (5) Given the reactants [C:1]([C:3]1[CH:8]=[CH:7][C:6]([C@@H:9]2[C:14]([C:15]#[N:16])=[C:13]([CH3:17])[N:12]([C:18]3[CH:23]=[CH:22][CH:21]=[C:20]([C:24]([F:27])([F:26])[F:25])[CH:19]=3)[C:11](=[O:28])[NH:10]2)=[C:5]([N+:29]([O-])=O)[CH:4]=1)#[N:2], predict the reaction product. The product is: [NH2:29][C:5]1[CH:4]=[C:3]([C:1]#[N:2])[CH:8]=[CH:7][C:6]=1[C@@H:9]1[C:14]([C:15]#[N:16])=[C:13]([CH3:17])[N:12]([C:18]2[CH:23]=[CH:22][CH:21]=[C:20]([C:24]([F:27])([F:26])[F:25])[CH:19]=2)[C:11](=[O:28])[NH:10]1. (6) Given the reactants [Cl:1][C:2]1[CH:37]=[CH:36][C:35]([CH2:38][CH2:39][O:40][CH3:41])=[CH:34][C:3]=1[CH2:4][N:5]([CH:31]1[CH2:33][CH2:32]1)[C:6](=[O:30])[CH:7]([C:28]#[N:29])[CH2:8][C:9]1[CH:10]=[N:11][C:12]([O:15][CH2:16][CH2:17][O:18][C:19]2[C:24]([Cl:25])=[CH:23][C:22]([CH3:26])=[CH:21][C:20]=2[Cl:27])=[CH:13][CH:14]=1.[BH4-].[Na+].C(Cl)Cl, predict the reaction product. The product is: [NH2:29][CH2:28][C@@H:7]([CH2:8][C:9]1[CH:10]=[N:11][C:12]([O:15][CH2:16][CH2:17][O:18][C:19]2[C:24]([Cl:25])=[CH:23][C:22]([CH3:26])=[CH:21][C:20]=2[Cl:27])=[CH:13][CH:14]=1)[C:6]([N:5]([CH2:4][C:3]1[CH:34]=[C:35]([CH2:38][CH2:39][O:40][CH3:41])[CH:36]=[CH:37][C:2]=1[Cl:1])[CH:31]1[CH2:33][CH2:32]1)=[O:30].